From a dataset of Catalyst prediction with 721,799 reactions and 888 catalyst types from USPTO. Predict which catalyst facilitates the given reaction. (1) Reactant: [N:1]12[CH2:8][CH2:7][CH:4]([CH2:5][CH2:6]1)[C@@H:3]([O:9][C:10]([C:12]1([C:19]3[CH:24]=[CH:23][CH:22]=[CH:21][CH:20]=3)[CH2:18][CH2:17][CH2:16][CH2:15][CH2:14][CH2:13]1)=[O:11])[CH2:2]2.[Cl:25][CH2:26][C:27]([NH:29][C:30]1[CH:35]=[CH:34][C:33]([C:36]#[N:37])=[CH:32][N:31]=1)=[O:28]. Product: [Cl-:25].[C:36]([C:33]1[CH:34]=[CH:35][C:30]([NH:29][C:27]([CH2:26][N+:1]23[CH2:8][CH2:7][CH:4]([CH2:5][CH2:6]2)[C@@H:3]([O:9][C:10]([C:12]2([C:19]4[CH:20]=[CH:21][CH:22]=[CH:23][CH:24]=4)[CH2:18][CH2:17][CH2:16][CH2:15][CH2:14][CH2:13]2)=[O:11])[CH2:2]3)=[O:28])=[N:31][CH:32]=1)#[N:37]. The catalyst class is: 23. (2) Reactant: [NH:1]([C:3]1[CH:8]=[CH:7][C:6]([S:9]([NH2:12])(=[O:11])=[O:10])=[C:5]([CH2:13][OH:14])[CH:4]=1)[NH2:2].C(N(CC)CC)C.[CH:22]1([C:28](=O)[CH2:29][C:30]([C:32]2[CH:37]=[CH:36][CH:35]=[CH:34][CH:33]=2)=O)[CH2:27][CH2:26][CH2:25][CH2:24][CH2:23]1.O. Product: [CH:32]1([C:30]2[CH:29]=[C:28]([C:22]3[CH:23]=[CH:24][CH:25]=[CH:26][CH:27]=3)[N:1]([C:3]3[CH:8]=[CH:7][C:6]([S:9]([NH2:12])(=[O:10])=[O:11])=[C:5]([CH2:13][OH:14])[CH:4]=3)[N:2]=2)[CH2:37][CH2:36][CH2:35][CH2:34][CH2:33]1. The catalyst class is: 8.